This data is from Reaction yield outcomes from USPTO patents with 853,638 reactions. The task is: Predict the reaction yield, written as a fraction of the theoretical maximum amount of product (1.0 means a 100% yield; for example, 0.34 means a 34% yield). (1) The reactants are [NH2:1][C:2]1[N:3]=[C:4]([CH3:21])[C:5]2[C:11](=S)[NH:10][C@@H:9]([C:13]3[CH:18]=[CH:17][C:16]([F:19])=[CH:15][C:14]=3[Br:20])[CH2:8][C:6]=2[N:7]=1.[O:22]1[CH2:27][CH2:26][O:25][CH2:24][C@@H:23]1[CH2:28][O:29][NH2:30]. The catalyst is C1(C)C=CC=CC=1.C([O-])(=O)C.[Hg+2].C([O-])(=O)C. The product is [O:22]1[CH2:27][CH2:26][O:25][CH2:24][C@@H:23]1[CH2:28][O:29]/[N:30]=[C:11]1\[NH:10][C@@H:9]([C:13]2[CH:18]=[CH:17][C:16]([F:19])=[CH:15][C:14]=2[Br:20])[CH2:8][C:6]2[N:7]=[C:2]([NH2:1])[N:3]=[C:4]([CH3:21])[C:5]\1=2. The yield is 0.367. (2) The product is [C:3]1([S:9]([N:12]2[C:20]3[C:15](=[CH:16][C:17]([CH2:21][CH3:22])=[CH:18][CH:19]=3)[CH2:14][CH2:13]2)(=[O:11])=[O:10])[CH:4]=[CH:5][CH:6]=[CH:7][CH:8]=1. The catalyst is C(O)(C(F)(F)F)=O.O. The reactants are [BH4-].[Na+].[C:3]1([S:9]([N:12]2[C:20]3[C:15](=[CH:16][C:17]([C:21](=O)[CH3:22])=[CH:18][CH:19]=3)[CH2:14][CH2:13]2)(=[O:11])=[O:10])[CH:8]=[CH:7][CH:6]=[CH:5][CH:4]=1.[OH-].[Na+]. The yield is 0.430. (3) The reactants are [F:1][C:2]1[CH:7]=[C:6]([I:8])[CH:5]=[CH:4][C:3]=1[NH:9][C:10]1[N:15]([CH3:16])[C:14](=[O:17])[C:13]2[CH:18]=[CH:19][O:20][C:12]=2[C:11]=1[C:21]([NH:23][O:24][CH2:25][CH2:26][O:27]C=C)=[O:22].Cl. The catalyst is CO.C(Cl)Cl. The product is [F:1][C:2]1[CH:7]=[C:6]([I:8])[CH:5]=[CH:4][C:3]=1[NH:9][C:10]1[N:15]([CH3:16])[C:14](=[O:17])[C:13]2[CH:18]=[CH:19][O:20][C:12]=2[C:11]=1[C:21]([NH:23][O:24][CH2:25][CH2:26][OH:27])=[O:22]. The yield is 0.910. (4) The yield is 0.164. The product is [Cl:17][CH2:16][CH:18]([OH:20])[CH2:19][N:1]1[CH2:5][CH2:4][CH2:3][C:2]1=[O:6]. The reactants are [NH:1]1[CH2:5][CH2:4][CH2:3][C:2]1=[O:6].C([Li])CCC.B(F)(F)F.[CH2:16]([CH:18]1[O:20][CH2:19]1)[Cl:17]. The catalyst is C1COCC1. (5) The reactants are [NH2:1][N:2]1[C:6]([C:7]([NH:9][CH2:10][C:11]2([OH:24])[CH2:16][CH2:15][N:14](C(OC(C)(C)C)=O)[CH2:13][CH2:12]2)=[O:8])=[CH:5][N:4]=[C:3]1[C:25]1[CH:30]=[CH:29][C:28]([CH3:31])=[CH:27][CH:26]=1.C(O)=O.C(=O)(O)[O-].[Na+]. The catalyst is O. The product is [NH2:1][N:2]1[C:6]([C:7]([NH:9][CH2:10][C:11]2([OH:24])[CH2:16][CH2:15][NH:14][CH2:13][CH2:12]2)=[O:8])=[CH:5][N:4]=[C:3]1[C:25]1[CH:26]=[CH:27][C:28]([CH3:31])=[CH:29][CH:30]=1. The yield is 0.870. (6) The reactants are Br[C:2]1[C:3]2[N:10]([C:11]3[CH:16]=[CH:15][CH:14]=[CH:13][CH:12]=3)[C:9]([C:17]3[C:18]([NH2:22])=[N:19][O:20][N:21]=3)=[N:8][C:4]=2[CH:5]=[N:6][CH:7]=1.[CH:23]([C:25]1[CH:30]=[CH:29][C:28](B(O)O)=[CH:27][CH:26]=1)=[O:24].C([O-])([O-])=O.[K+].[K+]. The catalyst is O1CCOCC1.C1C=CC(P(C2C=CC=CC=2)[C-]2C=CC=C2)=CC=1.C1C=CC(P(C2C=CC=CC=2)[C-]2C=CC=C2)=CC=1.Cl[Pd]Cl.[Fe+2]. The product is [NH2:22][C:18]1[C:17]([C:9]2[N:10]([C:11]3[CH:16]=[CH:15][CH:14]=[CH:13][CH:12]=3)[C:3]3[C:2]([C:28]4[CH:29]=[CH:30][C:25]([CH:23]=[O:24])=[CH:26][CH:27]=4)=[CH:7][N:6]=[CH:5][C:4]=3[N:8]=2)=[N:21][O:20][N:19]=1. The yield is 0.470. (7) The reactants are Cl.[N+:2]([C:5]1[CH:12]=[CH:11][CH:10]=[C:9]([CH:13]=[C:14]([CH3:16])[CH3:15])[C:6]=1[C:7]#[N:8])([O-])=O. The catalyst is CCO.[Fe]. The product is [NH2:2][C:5]1[CH:12]=[CH:11][CH:10]=[C:9]([CH:13]=[C:14]([CH3:16])[CH3:15])[C:6]=1[C:7]#[N:8]. The yield is 0.770. (8) The reactants are [CH3:1][C:2]1[N:7]=[C:6]2[S:8][C:9]3[CH2:14][CH2:13][CH2:12][CH2:11][C:10]=3[C:5]2=[C:4]([C:15]2[CH:20]=[CH:19][C:18]([O:21][C:22]([F:25])([F:24])[F:23])=[CH:17][CH:16]=2)[C:3]=1[CH2:26][C:27]([O:29][CH3:30])=[O:28].[Li+].C[Si]([N-][Si](C)(C)C)(C)C.[CH2:41]1[CH2:45]OC[CH2:42]1.ICCC. The catalyst is CN(C=O)C. The product is [CH3:1][C:2]1[N:7]=[C:6]2[S:8][C:9]3[CH2:14][CH2:13][CH2:12][CH2:11][C:10]=3[C:5]2=[C:4]([C:15]2[CH:20]=[CH:19][C:18]([O:21][C:22]([F:24])([F:25])[F:23])=[CH:17][CH:16]=2)[C:3]=1[CH:26]([CH2:42][CH2:41][CH3:45])[C:27]([O:29][CH3:30])=[O:28]. The yield is 0.730. (9) The reactants are [NH2:1][CH2:2][CH2:3][O:4][C:5]1[CH:10]=[CH:9][C:8]([C:11]2[N:12]([CH2:24][CH3:25])[C:13]3[C:18]([C:19]=2[C:20]#[N:21])=[CH:17][CH:16]=[C:15]([O:22][CH3:23])[CH:14]=3)=[CH:7][CH:6]=1.CCN(CC)CC.[C:33](Cl)(=[O:35])[CH3:34]. The catalyst is C1COCC1. The product is [C:20]([C:19]1[C:18]2[C:13](=[CH:14][C:15]([O:22][CH3:23])=[CH:16][CH:17]=2)[N:12]([CH2:24][CH3:25])[C:11]=1[C:8]1[CH:9]=[CH:10][C:5]([O:4][CH2:3][CH2:2][NH:1][C:33](=[O:35])[CH3:34])=[CH:6][CH:7]=1)#[N:21]. The yield is 0.970.